Predict which catalyst facilitates the given reaction. From a dataset of Catalyst prediction with 721,799 reactions and 888 catalyst types from USPTO. (1) Reactant: Cl[C:2]1[CH:7]=[C:6]([CH3:8])[N:5]=[C:4]([NH:9][C:10](=[NH:20])[NH:11][C:12]2[CH:17]=[CH:16][C:15]([Cl:18])=[C:14]([Cl:19])[CH:13]=2)[N:3]=1.C([O-])([O-])=O.[K+].[K+].[OH:27][C:28]1[CH:33]=[CH:32][N:31]=[CH:30][CH:29]=1. Product: [Cl:19][C:14]1[CH:13]=[C:12]([NH:11][C:10]([NH:9][C:4]2[N:3]=[C:2]([O:27][C:28]3[CH:33]=[CH:32][N:31]=[CH:30][CH:29]=3)[CH:7]=[C:6]([CH3:8])[N:5]=2)=[NH:20])[CH:17]=[CH:16][C:15]=1[Cl:18]. The catalyst class is: 23. (2) Reactant: [CH2:1]([O:8][C:9]1[C:10]([N+:24]([O-:26])=[O:25])=[C:11]([O:15]C(=O)C2C=CC=CC=2)[CH:12]=[CH:13][CH:14]=1)[C:2]1[CH:7]=[CH:6][CH:5]=[CH:4][CH:3]=1.[OH-].[Na+].Cl. Product: [CH2:1]([O:8][C:9]1[C:10]([N+:24]([O-:26])=[O:25])=[C:11]([OH:15])[CH:12]=[CH:13][CH:14]=1)[C:2]1[CH:3]=[CH:4][CH:5]=[CH:6][CH:7]=1. The catalyst class is: 87.